This data is from Peptide-MHC class I binding affinity with 185,985 pairs from IEDB/IMGT. The task is: Regression. Given a peptide amino acid sequence and an MHC pseudo amino acid sequence, predict their binding affinity value. This is MHC class I binding data. (1) The peptide sequence is EFHNLPPNSA. The MHC is Patr-A0101 with pseudo-sequence Patr-A0101. The binding affinity (normalized) is 0. (2) The peptide sequence is KIMSIGFEA. The MHC is HLA-A68:02 with pseudo-sequence HLA-A68:02. The binding affinity (normalized) is 0.295. (3) The peptide sequence is RILSEKRKDT. The MHC is HLA-A02:06 with pseudo-sequence HLA-A02:06. The binding affinity (normalized) is 0.184.